From a dataset of Full USPTO retrosynthesis dataset with 1.9M reactions from patents (1976-2016). Predict the reactants needed to synthesize the given product. (1) Given the product [C:33]([NH:1][C:2]1[CH:3]=[CH:4][C:5]([N:8]2[CH2:13][CH2:12][N:11]([CH2:14][C:15]3[CH:20]=[CH:19][C:18]([CH2:21][NH:22][C:23](=[O:25])[CH3:24])=[CH:17][CH:16]=3)[CH2:10][CH2:9]2)=[CH:6][CH:7]=1)(=[O:35])[CH3:34], predict the reactants needed to synthesize it. The reactants are: [NH2:1][C:2]1[CH:7]=[CH:6][C:5]([N:8]2[CH2:13][CH2:12][N:11]([CH2:14][C:15]3[CH:20]=[CH:19][C:18]([CH2:21][NH:22][C:23](=[O:25])[CH3:24])=[CH:17][CH:16]=3)[CH2:10][CH2:9]2)=[CH:4][CH:3]=1.C(=O)([O-])[O-].[K+].[K+].O.[C:33](Cl)(=[O:35])[CH3:34]. (2) The reactants are: [OH-].[Na+].[F:3][C:4]1[CH:9]=[CH:8][C:7]([C:10]2[O:11][C:12]3[CH:23]=[C:22]([N+:24]([O-:26])=[O:25])[C:21]([OH:27])=[CH:20][C:13]=3[C:14]=2[C:15]([O:17]CC)=[O:16])=[CH:6][CH:5]=1. Given the product [F:3][C:4]1[CH:5]=[CH:6][C:7]([C:10]2[O:11][C:12]3[CH:23]=[C:22]([N+:24]([O-:26])=[O:25])[C:21]([OH:27])=[CH:20][C:13]=3[C:14]=2[C:15]([OH:17])=[O:16])=[CH:8][CH:9]=1, predict the reactants needed to synthesize it. (3) Given the product [C:1]([O:5][C:6]([NH:8][CH2:9][C@H:10]1[CH2:15][CH2:14][C@H:13]([C:16]([NH:18][C@H:19]([C:37]([NH:39][C:40]2[CH:45]=[CH:44][C:43]([C:46]3[NH:47][C:48]([Cl:51])=[N:49][N:50]=3)=[CH:42][CH:41]=2)=[O:38])[CH2:20][C:21]2[CH:26]=[CH:25][C:24]([C:27]3[CH:32]=[CH:31][C:30]([C:33]([NH:52][C@@H:53]4[CH2:57][CH2:56][N:55]([C:58]([O:60][C:61]([CH3:64])([CH3:63])[CH3:62])=[O:59])[CH2:54]4)=[O:34])=[CH:29][C:28]=3[CH3:36])=[CH:23][CH:22]=2)=[O:17])[CH2:12][CH2:11]1)=[O:7])([CH3:3])([CH3:2])[CH3:4], predict the reactants needed to synthesize it. The reactants are: [C:1]([O:5][C:6]([NH:8][CH2:9][C@H:10]1[CH2:15][CH2:14][C@H:13]([C:16]([NH:18][C@H:19]([C:37]([NH:39][C:40]2[CH:45]=[CH:44][C:43]([C:46]3[NH:47][C:48]([Cl:51])=[N:49][N:50]=3)=[CH:42][CH:41]=2)=[O:38])[CH2:20][C:21]2[CH:26]=[CH:25][C:24]([C:27]3[CH:32]=[CH:31][C:30]([C:33](O)=[O:34])=[CH:29][C:28]=3[CH3:36])=[CH:23][CH:22]=2)=[O:17])[CH2:12][CH2:11]1)=[O:7])([CH3:4])([CH3:3])[CH3:2].[NH2:52][C@@H:53]1[CH2:57][CH2:56][N:55]([C:58]([O:60][C:61]([CH3:64])([CH3:63])[CH3:62])=[O:59])[CH2:54]1.C(N(CC)C(C)C)(C)C.C(P1(=O)OP(=O)(CCC)OP(=O)(CCC)O1)CC. (4) Given the product [F:34][C:31]1[CH:30]=[CH:29][C:28]([CH2:27][C:26](=[O:35])[CH2:25][NH:24][C:20]([C:10]2[N:11]=[C:12]3[S:18][C:17]([CH3:19])=[CH:16][N:13]3[C:14](=[O:15])[C:9]=2[O:8][CH2:1][C:2]2[CH:3]=[CH:4][CH:5]=[CH:6][CH:7]=2)=[O:21])=[CH:33][CH:32]=1, predict the reactants needed to synthesize it. The reactants are: [CH2:1]([O:8][C:9]1[C:14](=[O:15])[N:13]2[CH:16]=[C:17]([CH3:19])[S:18][C:12]2=[N:11][C:10]=1[C:20](O)=[O:21])[C:2]1[CH:7]=[CH:6][CH:5]=[CH:4][CH:3]=1.Cl.[NH2:24][CH2:25][C:26](=[O:35])[CH2:27][C:28]1[CH:33]=[CH:32][C:31]([F:34])=[CH:30][CH:29]=1.CCN=C=NCCCN(C)C.Cl.C1C=CC2N(O)N=NC=2C=1.C(=O)(O)[O-].[Na+]. (5) Given the product [CH:2]1([CH2:5][O:6][C:7]2[CH:12]=[CH:11][C:10]([O:13][CH3:14])=[CH:9][C:8]=2[C:15]2[C:16]3[NH:23][C:22]([CH3:24])=[C:21]([C:25]([NH:27][C@@H:28]4[CH2:33][CH2:32][N:31]([C:39](=[O:38])[CH2:40][OH:41])[CH2:30][C@H:29]4[OH:34])=[O:26])[C:17]=3[N:18]=[CH:19][N:20]=2)[CH2:4][CH2:3]1, predict the reactants needed to synthesize it. The reactants are: Cl.[CH:2]1([CH2:5][O:6][C:7]2[CH:12]=[CH:11][C:10]([O:13][CH3:14])=[CH:9][C:8]=2[C:15]2[C:16]3[NH:23][C:22]([CH3:24])=[C:21]([C:25]([NH:27][C@@H:28]4[CH2:33][CH2:32][NH:31][CH2:30][C@H:29]4[OH:34])=[O:26])[C:17]=3[N:18]=[CH:19][N:20]=2)[CH2:4][CH2:3]1.C([O:38][CH2:39][C:40](Cl)=[O:41])(=O)C. (6) Given the product [F:1][C:2]1[CH:3]=[C:4]([C:9](=[O:50])[C:10](=[C:41]2[NH:42][C:43]3[CH:49]=[CH:48][CH:47]=[CH:46][C:44]=3[NH:45]2)[C:11]([C:13]2[CH:14]=[C:15]([S:19]([NH:22][C:23]([N:24]3[CH2:29][CH2:28][NH:27][CH2:26][CH2:25]3)=[NH:40])(=[O:20])=[O:21])[CH:16]=[CH:17][CH:18]=2)=[O:12])[CH:5]=[C:6]([F:8])[CH:7]=1, predict the reactants needed to synthesize it. The reactants are: [F:1][C:2]1[CH:3]=[C:4]([C:9](=[O:50])[C:10](=[C:41]2[NH:45][C:44]3[CH:46]=[CH:47][CH:48]=[CH:49][C:43]=3[NH:42]2)[C:11]([C:13]2[CH:14]=[C:15]([S:19]([NH:22][C:23](=[NH:40])[N:24]3[CH2:29][CH2:28][N:27](C(OCC4C=CC=CC=4)=O)[CH2:26][CH2:25]3)(=[O:21])=[O:20])[CH:16]=[CH:17][CH:18]=2)=[O:12])[CH:5]=[C:6]([F:8])[CH:7]=1.